This data is from Forward reaction prediction with 1.9M reactions from USPTO patents (1976-2016). The task is: Predict the product of the given reaction. (1) Given the reactants [OH-].[Li+].C[O:4][C:5](=[O:37])[C:6]1[CH:11]=[C:10]([C:12]2[CH:17]=[C:16]([O:18][CH:19]3[CH2:24][CH2:23][N:22]([CH3:25])[CH2:21][CH2:20]3)[N:15]=[N:14][C:13]=2[CH2:26][CH2:27][CH2:28][CH3:29])[CH:9]=[CH:8][C:7]=1[O:30][CH:31]1[CH2:36][CH2:35][CH2:34][CH2:33][CH2:32]1.Cl, predict the reaction product. The product is: [CH2:26]([C:13]1[N:14]=[N:15][C:16]([O:18][CH:19]2[CH2:24][CH2:23][N:22]([CH3:25])[CH2:21][CH2:20]2)=[CH:17][C:12]=1[C:10]1[CH:9]=[CH:8][C:7]([O:30][CH:31]2[CH2:36][CH2:35][CH2:34][CH2:33][CH2:32]2)=[C:6]([CH:11]=1)[C:5]([OH:37])=[O:4])[CH2:27][CH2:28][CH3:29]. (2) Given the reactants [Cl:1][S:2]([OH:5])(=O)=[O:3].[CH2:6]([O:8][C:9]1[CH:10]=[C:11]2[C:16](=[CH:17][CH:18]=1)[CH2:15][N:14]([C:19](=[O:24])[C:20]([F:23])([F:22])[F:21])[CH2:13][CH2:12]2)[CH3:7], predict the reaction product. The product is: [CH2:6]([O:8][C:9]1[CH:10]=[C:11]2[C:16](=[CH:17][C:18]=1[S:2]([Cl:1])(=[O:5])=[O:3])[CH2:15][N:14]([C:19](=[O:24])[C:20]([F:21])([F:22])[F:23])[CH2:13][CH2:12]2)[CH3:7]. (3) Given the reactants [C:1]([NH:4][C:5]1[C:10]([C:11]2[C:16]([CH3:17])=[CH:15][C:14]([O:18][CH2:19][C:20]3([OH:28])[CH2:25][CH2:24][S:23](=[O:27])(=[O:26])[CH2:22][CH2:21]3)=[CH:13][C:12]=2[CH3:29])=[CH:9][C:8]([CH2:30][NH:31][C:32]2[CH:37]=[CH:36][C:35]([CH2:38][CH2:39][C:40]([OH:42])=[O:41])=[C:34]([F:43])[CH:33]=2)=[CH:7][CH:6]=1)(=[O:3])[CH3:2].[OH-].[Na+].[Cl-].[Ca+2:47].[Cl-], predict the reaction product. The product is: [Ca+2:47].[C:1]([NH:4][C:5]1[C:10]([C:11]2[C:16]([CH3:17])=[CH:15][C:14]([O:18][CH2:19][C:20]3([OH:28])[CH2:21][CH2:22][S:23](=[O:27])(=[O:26])[CH2:24][CH2:25]3)=[CH:13][C:12]=2[CH3:29])=[CH:9][C:8]([CH2:30][NH:31][C:32]2[CH:37]=[CH:36][C:35]([CH2:38][CH2:39][C:40]([O-:42])=[O:41])=[C:34]([F:43])[CH:33]=2)=[CH:7][CH:6]=1)(=[O:3])[CH3:2].[C:1]([NH:4][C:5]1[C:10]([C:11]2[C:16]([CH3:17])=[CH:15][C:14]([O:18][CH2:19][C:20]3([OH:28])[CH2:21][CH2:22][S:23](=[O:27])(=[O:26])[CH2:24][CH2:25]3)=[CH:13][C:12]=2[CH3:29])=[CH:9][C:8]([CH2:30][NH:31][C:32]2[CH:37]=[CH:36][C:35]([CH2:38][CH2:39][C:40]([O-:42])=[O:41])=[C:34]([F:43])[CH:33]=2)=[CH:7][CH:6]=1)(=[O:3])[CH3:2]. (4) Given the reactants CON(C)[C:4]([CH:6]1[CH2:11][CH2:10][CH2:9][CH2:8][CH2:7]1)=[O:5].[CH3:13][Li].Cl, predict the reaction product. The product is: [CH:6]1([C:4](=[O:5])[CH3:13])[CH2:11][CH2:10][CH2:9][CH2:8][CH2:7]1. (5) Given the reactants [C:1]1([C:7]2[C:15]3[C:10](=[CH:11][C:12]([CH2:16][N:17]([CH:33]4[CH2:35][CH2:34]4)[C:18]([C@@H:20]4[O:25][CH2:24][CH2:23][N:22]([C:26]([O:28][C:29]([CH3:32])([CH3:31])[CH3:30])=[O:27])[CH2:21]4)=[O:19])=[CH:13][CH:14]=3)[N:9]([CH2:36][CH2:37][CH2:38][O:39][CH3:40])[N:8]=2)[CH2:6][CH2:5][CH2:4][CH2:3][CH:2]=1.[H][H], predict the reaction product. The product is: [CH:1]1([C:7]2[C:15]3[C:10](=[CH:11][C:12]([CH2:16][N:17]([CH:33]4[CH2:34][CH2:35]4)[C:18]([C@@H:20]4[O:25][CH2:24][CH2:23][N:22]([C:26]([O:28][C:29]([CH3:31])([CH3:32])[CH3:30])=[O:27])[CH2:21]4)=[O:19])=[CH:13][CH:14]=3)[N:9]([CH2:36][CH2:37][CH2:38][O:39][CH3:40])[N:8]=2)[CH2:2][CH2:3][CH2:4][CH2:5][CH2:6]1. (6) The product is: [OH:4][CH2:5][CH2:6][CH2:7][S:8]([NH:11][C:12]([C:14]1[CH:19]=[CH:18][C:17]([C:20]2[CH:21]=[CH:22][C:23]([CH2:26][CH2:27][CH2:28][N:29]([CH2:30][C@H:31]([OH:38])[C:32]3[CH:33]=[N:34][CH:35]=[CH:36][CH:37]=3)[C:39](=[O:40])[O:41][C:42]([CH3:44])([CH3:45])[CH3:43])=[CH:24][CH:25]=2)=[CH:16][C:15]=1[O:46][CH2:47][CH:48]([CH3:50])[CH3:49])=[O:13])(=[O:10])=[O:9]. Given the reactants C([O:4][CH2:5][CH2:6][CH2:7][S:8]([NH:11][C:12]([C:14]1[CH:19]=[CH:18][C:17]([C:20]2[CH:25]=[CH:24][C:23]([CH2:26][CH2:27][CH2:28][N:29]([C:39]([O:41][C:42]([CH3:45])([CH3:44])[CH3:43])=[O:40])[CH2:30][C@H:31]([OH:38])[C:32]3[CH:33]=[N:34][CH:35]=[CH:36][CH:37]=3)=[CH:22][CH:21]=2)=[CH:16][C:15]=1[O:46][CH2:47][CH:48]([CH3:50])[CH3:49])=[O:13])(=[O:10])=[O:9])(=O)C.[OH-].[Na+], predict the reaction product. (7) Given the reactants Cl.[NH2:2][CH2:3][C:4]([O:6][CH3:7])=[O:5].[C:8](Cl)(=[O:11])[CH2:9][CH3:10].C([O-])([O-])=O.[K+].[K+], predict the reaction product. The product is: [C:8]([NH:2][CH2:3][C:4]([O:6][CH3:7])=[O:5])(=[O:11])[CH2:9][CH3:10].